Predict the product of the given reaction. From a dataset of Forward reaction prediction with 1.9M reactions from USPTO patents (1976-2016). Given the reactants Br[C:2]1[CH:9]=[N:8][CH:7]=[CH:6][C:3]=1[C:4]#[N:5].[F:10][C:11]1[CH:16]=[CH:15][C:14]([N+:17]([O-:19])=[O:18])=[CH:13][C:12]=1B1OC(C)(C)C(C)(C)O1, predict the reaction product. The product is: [F:10][C:11]1[CH:16]=[CH:15][C:14]([N+:17]([O-:19])=[O:18])=[CH:13][C:12]=1[C:2]1[CH:9]=[N:8][CH:7]=[CH:6][C:3]=1[C:4]#[N:5].